From a dataset of Retrosynthesis with 50K atom-mapped reactions and 10 reaction types from USPTO. Predict the reactants needed to synthesize the given product. (1) Given the product Cc1sc(C(=O)OC(C)C)cc1-c1nc(-c2ccccc2)cs1, predict the reactants needed to synthesize it. The reactants are: Cc1sc(C(=O)OC(C)C)cc1C(N)=S.O=C(CBr)c1ccccc1. (2) Given the product CCC(C)[C@H]1CSC(=Nc2ccc3c(c2)CCC3=O)N1CC(C)C, predict the reactants needed to synthesize it. The reactants are: CC(C)CBr.CCC(C)[C@H]1CSC(=Nc2ccc3c(c2)CCC3=O)N1. (3) The reactants are: COC(=O)CC1CCC2(CC1)OCCO2. Given the product OCCC1CCC2(CC1)OCCO2, predict the reactants needed to synthesize it. (4) Given the product CC(C)(C)OC(=O)N(N)c1ccc(-n2cccn2)cc1, predict the reactants needed to synthesize it. The reactants are: CC(C)(C)OC(=O)NN.Ic1ccc(-n2cccn2)cc1. (5) Given the product OCC#Cc1ccc(B(O)O)cc1, predict the reactants needed to synthesize it. The reactants are: C#CCO.OB(O)c1ccc(I)cc1.